From a dataset of Full USPTO retrosynthesis dataset with 1.9M reactions from patents (1976-2016). Predict the reactants needed to synthesize the given product. (1) Given the product [ClH:20].[CH2:1]([O:3][C:4]([CH:6]1[CH2:10][CH2:9][NH:8][CH2:7]1)=[O:5])[CH3:2], predict the reactants needed to synthesize it. The reactants are: [CH2:1]([O:3][C:4]([CH:6]1[CH2:10][CH2:9][N:8](C(OC(C)(C)C)=O)[CH2:7]1)=[O:5])[CH3:2].S(Cl)([Cl:20])=O. (2) The reactants are: [NH2:1][C:2]1[S:3][CH:4]=[C:5]([CH2:7][CH2:8][C:9]2[CH:14]=[CH:13][C:12]([CH2:15][C:16]([O:18][CH3:19])=[O:17])=[CH:11][CH:10]=2)[N:6]=1.C(N(CC)C(C)C)(C)C.[CH2:29]([S:31](Cl)(=[O:33])=[O:32])[CH3:30].O. Given the product [CH2:29]([S:31]([NH:1][C:2]1[S:3][CH:4]=[C:5]([CH2:7][CH2:8][C:9]2[CH:14]=[CH:13][C:12]([CH2:15][C:16]([O:18][CH3:19])=[O:17])=[CH:11][CH:10]=2)[N:6]=1)(=[O:33])=[O:32])[CH3:30], predict the reactants needed to synthesize it. (3) Given the product [NH2:18][C:16]1[S:17][C:13]([C:11]([NH:10][C:3]2[C:4]([CH3:9])=[CH:5][C:6]([CH3:8])=[CH:7][C:2]=2[CH3:1])=[O:12])=[C:14]([CH3:26])[N:15]=1, predict the reactants needed to synthesize it. The reactants are: [CH3:1][C:2]1[CH:7]=[C:6]([CH3:8])[CH:5]=[C:4]([CH3:9])[C:3]=1[NH:10][C:11]([C:13]1[S:17][C:16]([NH:18]C(=O)OC(C)(C)C)=[N:15][C:14]=1[CH3:26])=[O:12]. (4) Given the product [CH3:1][O:2][C:3](=[O:38])[CH2:4][N:5]1[C:11](=[O:12])[C@@H:10]([NH:13][C:14](=[O:23])[CH2:15][CH2:16][C:17]2[CH:18]=[CH:19][CH:20]=[CH:21][CH:22]=2)[CH2:9][NH:8][C:7]2[CH:34]=[CH:35][CH:36]=[CH:37][C:6]1=2, predict the reactants needed to synthesize it. The reactants are: [CH3:1][O:2][C:3](=[O:38])[CH2:4][N:5]1[C:11](=[O:12])[C@@H:10]([NH:13][C:14](=[O:23])[CH2:15][CH2:16][C:17]2[CH:22]=[CH:21][CH:20]=[CH:19][CH:18]=2)[CH2:9][N:8](C(=O)CCC2C=CC=CC=2)[C:7]2[CH:34]=[CH:35][CH:36]=[CH:37][C:6]1=2.C1(CCC(N[C@@H]2C(=O)N(CC(O)=O)C3C=CC=CC=3NC2)=O)C=CC=CC=1. (5) Given the product [CH3:69][N:43]([CH3:42])[CH2:44][CH2:45][O:46][C:47](=[O:68])[C@@:48]([CH2:66][OH:67])([CH3:65])[CH2:49][C@H:50]([NH:64][C:6]([C:4]1[NH:3][N:2]=[N:1][CH:5]=1)=[O:8])[CH2:51][C:52]1[CH:53]=[CH:54][C:55]([C:58]2[CH:63]=[CH:62][CH:61]=[CH:60][CH:59]=2)=[CH:56][CH:57]=1, predict the reactants needed to synthesize it. The reactants are: [NH:1]1[CH:5]=[C:4]([C:6]([OH:8])=O)[N:3]=[N:2]1.CCN(C(C)C)C(C)C.CN(C(ON1N=NC2C=CC=NC1=2)=[N+](C)C)C.F[P-](F)(F)(F)(F)F.[CH3:42][N:43]([CH3:69])[CH2:44][CH2:45][O:46][C:47](=[O:68])[C@@:48]([CH2:66][OH:67])([CH3:65])[CH2:49][C@H:50]([NH2:64])[CH2:51][C:52]1[CH:57]=[CH:56][C:55]([C:58]2[CH:63]=[CH:62][CH:61]=[CH:60][CH:59]=2)=[CH:54][CH:53]=1. (6) The reactants are: C[O:2][C:3]1[CH:17]=[CH:16][C:6]2[C:7]3[CH:13]=[C:12]([C:14]#[N:15])[CH:11]=[CH:10][C:8]=3[O:9][C:5]=2[CH:4]=1.Cl.N1C=CC=CC=1.[OH-].[Na+]. Given the product [OH:2][C:3]1[CH:17]=[CH:16][C:6]2[C:7]3[CH:13]=[C:12]([C:14]#[N:15])[CH:11]=[CH:10][C:8]=3[O:9][C:5]=2[CH:4]=1, predict the reactants needed to synthesize it. (7) Given the product [N:1]1[CH:6]=[CH:5][CH:4]=[C:3]([C:7]2([CH2:13][NH:14][C:15]([C:17]3[S:21][C:20]([C:32]4[CH:31]=[N:30][C:29]([O:28][CH3:27])=[CH:34][CH:33]=4)=[N:19][C:18]=3[C:23]([F:26])([F:25])[F:24])=[O:16])[CH2:12][CH2:11][CH2:10][CH2:9][CH2:8]2)[CH:2]=1, predict the reactants needed to synthesize it. The reactants are: [N:1]1[CH:6]=[CH:5][CH:4]=[C:3]([C:7]2([CH2:13][NH:14][C:15]([C:17]3[S:21][C:20](Br)=[N:19][C:18]=3[C:23]([F:26])([F:25])[F:24])=[O:16])[CH2:12][CH2:11][CH2:10][CH2:9][CH2:8]2)[CH:2]=1.[CH3:27][O:28][C:29]1[CH:34]=[CH:33][C:32](B(O)O)=[CH:31][N:30]=1.C([O-])([O-])=O.[Na+].[Na+].